From a dataset of Full USPTO retrosynthesis dataset with 1.9M reactions from patents (1976-2016). Predict the reactants needed to synthesize the given product. (1) Given the product [OH:23][CH2:22][CH:11]1[CH2:10][CH:9]([C:4]2[CH:5]=[CH:6][CH:7]=[CH:8][C:3]=2[O:2][CH3:1])[CH2:14][CH2:13][N:12]1[C:15]([O:17][C:18]([CH3:21])([CH3:20])[CH3:19])=[O:16], predict the reactants needed to synthesize it. The reactants are: [CH3:1][O:2][C:3]1[CH:8]=[CH:7][CH:6]=[CH:5][C:4]=1[CH:9]1[CH2:14][CH2:13][N:12]([C:15]([O:17][C:18]([CH3:21])([CH3:20])[CH3:19])=[O:16])[CH:11]([C:22](OC)=[O:23])[CH2:10]1.[Li+].[BH4-]. (2) The reactants are: [H-].[H-].[H-].[H-].[Li+].[Al+3].C[O:8][C:9]([C:11]1[CH:20]=[C:19]([O:21][CH2:22][C:23]2[CH:28]=[CH:27][CH:26]=[CH:25][CH:24]=2)[C:18]2[C:13](=[CH:14][CH:15]=[C:16]([F:29])[CH:17]=2)[CH:12]=1)=O. Given the product [CH2:22]([O:21][C:19]1[C:18]2[C:13](=[CH:14][CH:15]=[C:16]([F:29])[CH:17]=2)[CH:12]=[C:11]([CH2:9][OH:8])[CH:20]=1)[C:23]1[CH:24]=[CH:25][CH:26]=[CH:27][CH:28]=1, predict the reactants needed to synthesize it. (3) Given the product [CH3:1][C:2]1([CH3:42])[CH2:6][CH2:5][CH2:4][N:3]1[CH2:7][CH2:8][NH:9][C:10]([C:12]1[CH:13]=[CH:14][C:15]([F:41])=[C:16]([NH:18][C:19]([C:21]2[N:25]3[CH:26]=[CH:27][C:28]([C:30]4[CH:39]=[CH:38][C:33]([C:34]([OH:36])=[O:35])=[C:32]([F:40])[CH:31]=4)=[CH:29][C:24]3=[N:23][CH:22]=2)=[O:20])[CH:17]=1)=[O:11], predict the reactants needed to synthesize it. The reactants are: [CH3:1][C:2]1([CH3:42])[CH2:6][CH2:5][CH2:4][N:3]1[CH2:7][CH2:8][NH:9][C:10]([C:12]1[CH:13]=[CH:14][C:15]([F:41])=[C:16]([NH:18][C:19]([C:21]2[N:25]3[CH:26]=[CH:27][C:28]([C:30]4[CH:39]=[CH:38][C:33]([C:34]([O:36]C)=[O:35])=[C:32]([F:40])[CH:31]=4)=[CH:29][C:24]3=[N:23][CH:22]=2)=[O:20])[CH:17]=1)=[O:11].[OH-].[Na+]. (4) Given the product [CH3:1][N:2]1[N:11]=[N:10][C:9]2[N:5]([CH:6]=[N:7][C:8]=2[C:12]([NH2:14])=[O:13])[C:3]1=[O:4], predict the reactants needed to synthesize it. The reactants are: [CH3:1][N:2]1[N:11]=[N:10][C:9]2[N:5]([CH:6]=[N:7][C:8]=2[C:12]([NH2:14])=[O:13])[C:3]1=[O:4].Cl.C(#N)C.C(O)(=O)C. (5) Given the product [C:28]1([C:19]2[CH:20]=[CH:21][CH:22]=[CH:23][CH:24]=2)[CH:29]=[CH:30][C:31]([C:6]([N:8]2[CH2:12][C:11](=[N:13][O:14][CH3:15])[CH2:10][C@H:9]2[C:16]([NH:34][CH2:35][CH:36]([OH:47])[CH2:37][O:38][C:39]2[CH:44]=[CH:43][C:42]([O:45][CH3:46])=[CH:41][CH:40]=2)=[O:18])=[O:7])=[CH:32][CH:33]=1, predict the reactants needed to synthesize it. The reactants are: C(O[C:6]([N:8]1[CH2:12][C:11](=[N:13][O:14][CH3:15])[CH2:10][C@H:9]1[C:16]([OH:18])=O)=[O:7])(C)(C)C.[C:19]1([C:28]2[CH:33]=[CH:32][CH:31]=[CH:30][CH:29]=2)[CH:24]=[CH:23][C:22](C(Cl)=O)=[CH:21][CH:20]=1.[NH2:34][CH2:35][CH:36]([OH:47])[CH2:37][O:38][C:39]1[CH:44]=[CH:43][C:42]([O:45][CH3:46])=[CH:41][CH:40]=1. (6) Given the product [F:14][C:15]1[CH:16]=[C:17]([C@H:23]([NH:24][C:3]([C:2]2[CH:5]=[C:39]3[C:35](=[CH:36][CH:37]=2)[CH:46]=[N:44][C:45]([NH:6][CH:7]2[CH2:12][CH2:11][O:10][CH2:9][CH2:8]2)=[CH:41]3)=[O:4])[C:25]2[CH:26]=[N:27][N:28]([CH3:30])[CH:29]=2)[CH:18]=[CH:19][CH:20]=1, predict the reactants needed to synthesize it. The reactants are: N[C@@H:2]([CH3:5])[CH2:3][OH:4].[NH2:6][CH:7]1[CH2:12][CH2:11][O:10][CH2:9][CH2:8]1.Cl.[F:14][C:15]1[CH:16]=[C:17]([C@@H:23]([C:25]2[CH:26]=[N:27][N:28]([CH3:30])[CH:29]=2)[NH2:24])[CH:18]=[CH:19][C:20]=1OC.Cl.FC1C=[C:35]([C@@H:39]([C:41]2C=N[N:44]([CH3:46])[CH:45]=2)N)[CH:36]=[CH:37]C=1. (7) Given the product [O:19]1[CH2:20][CH2:21][CH2:22][CH2:23][CH:18]1[N:13]1[CH:12]=[N:11][C:10]2[C:14]1=[N:15][CH:16]=[N:17][C:9]=2[O:8][C:7]1[CH:24]=[CH:25][C:4]([NH2:1])=[CH:5][CH:6]=1, predict the reactants needed to synthesize it. The reactants are: [N+:1]([C:4]1[CH:25]=[CH:24][C:7]([O:8][C:9]2[N:17]=[CH:16][N:15]=[C:14]3[C:10]=2[N:11]=[CH:12][N:13]3[CH:18]2[CH2:23][CH2:22][CH2:21][CH2:20][O:19]2)=[CH:6][CH:5]=1)([O-])=O.C([O-])=O.[NH4+]. (8) Given the product [C:1]([O:5][C:6](=[O:35])[NH:7][C:8]1[CH:13]=[CH:12][C:11]([S:14][C:15]2[CH:20]=[CH:19][C:18]([S:21](=[O:30])(=[O:31])[NH:22][C:23]3[CH:28]=[CH:27][C:26]([Br:29])=[CH:25][CH:24]=3)=[CH:17][C:16]=2[NH2:32])=[CH:10][CH:9]=1)([CH3:4])([CH3:2])[CH3:3], predict the reactants needed to synthesize it. The reactants are: [C:1]([O:5][C:6](=[O:35])[NH:7][C:8]1[CH:13]=[CH:12][C:11]([S:14][C:15]2[CH:20]=[CH:19][C:18]([S:21](=[O:31])(=[O:30])[NH:22][C:23]3[CH:28]=[CH:27][C:26]([Br:29])=[CH:25][CH:24]=3)=[CH:17][C:16]=2[N+:32]([O-])=O)=[CH:10][CH:9]=1)([CH3:4])([CH3:3])[CH3:2].[Cl-].[NH4+]. (9) Given the product [NH2:26][C:14]1[N:13]=[CH:12][C:11]([C:8]2[CH:7]=[CH:6][C:5]([C:4]([OH:27])=[O:3])=[CH:10][CH:9]=2)=[CH:16][C:15]=1[C:17](=[O:25])[NH:18][C:19]1[CH:24]=[CH:23][N:22]=[CH:21][CH:20]=1, predict the reactants needed to synthesize it. The reactants are: C([O:3][C:4](=[O:27])[C:5]1[CH:10]=[CH:9][C:8]([C:11]2[CH:12]=[N:13][C:14]([NH2:26])=[C:15]([C:17](=[O:25])[NH:18][C:19]3[CH:24]=[CH:23][N:22]=[CH:21][CH:20]=3)[CH:16]=2)=[CH:7][CH:6]=1)C.[OH-].[Na+].